From a dataset of Forward reaction prediction with 1.9M reactions from USPTO patents (1976-2016). Predict the product of the given reaction. (1) Given the reactants Br[C:2]1[CH:7]=[CH:6][C:5]([O:8][CH3:9])=[CH:4][C:3]=1[O:10][CH3:11].[Li]CCCC.[CH2:17]([O:24][C:25]([N:27]1[CH2:32][CH2:31][C:30](=[O:33])[CH2:29][CH2:28]1)=[O:26])[C:18]1[CH:23]=[CH:22][CH:21]=[CH:20][CH:19]=1.O, predict the reaction product. The product is: [CH2:17]([O:24][C:25]([N:27]1[CH2:32][CH2:31][C:30]([C:2]2[CH:7]=[CH:6][C:5]([O:8][CH3:9])=[CH:4][C:3]=2[O:10][CH3:11])([OH:33])[CH2:29][CH2:28]1)=[O:26])[C:18]1[CH:23]=[CH:22][CH:21]=[CH:20][CH:19]=1. (2) Given the reactants Cl[C:2]1[N:12]=[CH:11][CH:10]=[CH:9][C:3]=1[C:4]([O:6][CH2:7][CH3:8])=[O:5].[CH2:13]([N:20]1[CH2:25][CH2:24][NH:23][CH2:22][CH2:21]1)[C:14]1[CH:19]=[CH:18][CH:17]=[CH:16][CH:15]=1.C([O-])([O-])=O.[K+].[K+], predict the reaction product. The product is: [CH2:13]([N:20]1[CH2:25][CH2:24][N:23]([C:2]2[N:12]=[CH:11][CH:10]=[CH:9][C:3]=2[C:4]([O:6][CH2:7][CH3:8])=[O:5])[CH2:22][CH2:21]1)[C:14]1[CH:15]=[CH:16][CH:17]=[CH:18][CH:19]=1. (3) Given the reactants [Br:1][C:2]1[CH:3]=[C:4]([CH:7]=[CH:8][CH:9]=1)[C:5]#[N:6].[N:10]([Si](C)(C)C)=[N+:11]=[N-:12].C([Sn](=O)CCCC)CCC, predict the reaction product. The product is: [Br:1][C:2]1[CH:3]=[C:4]([C:5]2[N:10]=[N:11][NH:12][N:6]=2)[CH:7]=[CH:8][CH:9]=1. (4) Given the reactants Cl.[NH2:2][C:3]1[S:4][CH:5]=[C:6]([CH2:8]Cl)[N:7]=1.Cl.[CH3:11][NH:12][O:13][CH3:14].CCN(C(C)C)C(C)C, predict the reaction product. The product is: [NH2:2][C:3]1[S:4][CH:5]=[C:6]([CH2:8][N:12]([O:13][CH3:14])[CH3:11])[N:7]=1. (5) Given the reactants Br[C:2]1[CH:10]=[C:9]([F:11])[C:8]([O:12][CH3:13])=[C:7]2[C:3]=1[C:4](=[O:15])[C:5](=[O:14])[NH:6]2.[F:16][C:17]1[CH:22]=[CH:21][C:20](B(O)O)=[CH:19][CH:18]=1.C(=O)([O-])[O-].[Cs+].[Cs+], predict the reaction product. The product is: [F:11][C:9]1[C:8]([O:12][CH3:13])=[C:7]2[C:3]([C:4](=[O:15])[C:5](=[O:14])[NH:6]2)=[C:2]([C:20]2[CH:21]=[CH:22][C:17]([F:16])=[CH:18][CH:19]=2)[CH:10]=1. (6) Given the reactants [CH2:1]([O:5][C:6]1[CH:10]=[C:9]([C:11]([O:13]C)=[O:12])[N:8]([CH2:15][C:16]2[CH:21]=[CH:20][C:19]([Cl:22])=[CH:18][C:17]=2[Cl:23])[N:7]=1)[CH2:2][CH2:3][CH3:4].O1CCCC1.CO.[OH-].[Na+], predict the reaction product. The product is: [CH2:1]([O:5][C:6]1[CH:10]=[C:9]([C:11]([OH:13])=[O:12])[N:8]([CH2:15][C:16]2[CH:21]=[CH:20][C:19]([Cl:22])=[CH:18][C:17]=2[Cl:23])[N:7]=1)[CH2:2][CH2:3][CH3:4]. (7) Given the reactants C([O-])(=O)C.[Na+].[CH:6]1([C:9](=O)[C:10](=[CH:32]OCC)[C:11]([C:13]2[C:18](=[O:19])[N:17]([C:20]3[CH:25]=[CH:24][CH:23]=[CH:22][CH:21]=3)[C:16]([C:26]3[CH:31]=[CH:30][CH:29]=[CH:28][CH:27]=3)=[N:15][CH:14]=2)=[O:12])[CH2:8][CH2:7]1.Cl.[NH2:38][OH:39], predict the reaction product. The product is: [CH:6]1([C:9]2[O:39][N:38]=[CH:32][C:10]=2[C:11]([C:13]2[C:18](=[O:19])[N:17]([C:20]3[CH:25]=[CH:24][CH:23]=[CH:22][CH:21]=3)[C:16]([C:26]3[CH:31]=[CH:30][CH:29]=[CH:28][CH:27]=3)=[N:15][CH:14]=2)=[O:12])[CH2:8][CH2:7]1. (8) Given the reactants [F:1][C:2]([F:33])([F:32])[C:3]1[CH:27]=[C:26]([C:28]([F:31])([F:30])[F:29])[CH:25]=[CH:24][C:4]=1[CH2:5][N:6]1[CH2:11][CH2:10][CH:9](/[CH:12]=[C:13]2/[C:14]([NH:19][CH2:20][CH:21]3[CH2:23][CH2:22]3)=[N:15][C:16](=[O:18])[S:17]/2)[CH2:8][CH2:7]1.[C:34]([OH:41])(=[O:40])/[CH:35]=[CH:36]/[C:37]([OH:39])=[O:38], predict the reaction product. The product is: [C:34]([OH:41])(=[O:40])/[CH:35]=[CH:36]/[C:37]([OH:39])=[O:38].[F:33][C:2]([F:1])([F:32])[C:3]1[CH:27]=[C:26]([C:28]([F:30])([F:31])[F:29])[CH:25]=[CH:24][C:4]=1[CH2:5][N:6]1[CH2:11][CH2:10][CH:9](/[CH:12]=[C:13]2/[C:14]([NH:19][CH2:20][CH:21]3[CH2:22][CH2:23]3)=[N:15][C:16](=[O:18])[S:17]/2)[CH2:8][CH2:7]1.